This data is from Forward reaction prediction with 1.9M reactions from USPTO patents (1976-2016). The task is: Predict the product of the given reaction. (1) Given the reactants [Cl:1][C:2]1[CH:10]=[CH:9][C:8]2[NH:7][C:6]3[C:11]4[CH:12]=[CH:13][CH:14]=[C:15]([C:18]([OH:20])=[O:19])[C:16]=4[CH2:17][C:5]=3[C:4]=2[CH:3]=1.S(=O)(=O)(O)O.[CH2:26](O)[CH3:27], predict the reaction product. The product is: [CH2:26]([O:19][C:18]([C:15]1[C:16]2[CH2:17][C:5]3[C:4]4[CH:3]=[C:2]([Cl:1])[CH:10]=[CH:9][C:8]=4[NH:7][C:6]=3[C:11]=2[CH:12]=[CH:13][CH:14]=1)=[O:20])[CH3:27]. (2) Given the reactants C(OC([N:8]1[CH2:12][CH2:11][CH2:10][CH:9]1[CH2:13][C:14]1[CH:19]=[CH:18][C:17]([NH:20][C:21](=[O:29])[C:22]2[CH:27]=[CH:26][C:25]([Cl:28])=[CH:24][CH:23]=2)=[CH:16][CH:15]=1)=O)(C)(C)C.Cl, predict the reaction product. The product is: [ClH:28].[Cl:28][C:25]1[CH:24]=[CH:23][C:22]([C:21]([NH:20][C:17]2[CH:18]=[CH:19][C:14]([CH2:13][CH:9]3[CH2:10][CH2:11][CH2:12][NH:8]3)=[CH:15][CH:16]=2)=[O:29])=[CH:27][CH:26]=1. (3) Given the reactants F[C:2]1[CH:7]=[CH:6][CH:5]=[CH:4][C:3]=1[NH:8][C:9](=[S:35])[NH:10][C:11]1[CH:16]=[CH:15][C:14]([C:17]2[CH:25]=[C:24]3[C:20]([CH2:21][N:22]([C@@H:27]([CH:32]([CH3:34])[CH3:33])[C:28]([O:30][CH3:31])=[O:29])[C:23]3=[O:26])=[CH:19][CH:18]=2)=[CH:13][CH:12]=1.NC1C=CC(C2C=C3C(CN([C@@H](C(C)C)C(OC)=O)C3=O)=CC=2)=CC=1.[Cl:61]C1C=CC(N=C=S)=CC=1, predict the reaction product. The product is: [Cl:61][C:6]1[CH:5]=[CH:4][C:3]([NH:8][C:9](=[S:35])[NH:10][C:11]2[CH:16]=[CH:15][C:14]([C:17]3[CH:25]=[C:24]4[C:20]([CH2:21][N:22]([C@@H:27]([CH:32]([CH3:34])[CH3:33])[C:28]([O:30][CH3:31])=[O:29])[C:23]4=[O:26])=[CH:19][CH:18]=3)=[CH:13][CH:12]=2)=[CH:2][CH:7]=1. (4) Given the reactants [CH3:1][CH:2]([CH3:33])[CH2:3][C@H:4]([NH:25][C:26](=[O:32])[O:27][C:28]([CH3:31])([CH3:30])[CH3:29])[CH2:5][O:6][C:7]1[CH:8]=[CH:9][C:10]2[C:20]3[C:15](=[CH:16][N:17]=[CH:18][CH:19]=3)[CH:14]([C:21]([F:24])([F:23])[F:22])[O:13][C:11]=2[CH:12]=1.C1C(=O)N([Cl:41])C(=O)C1, predict the reaction product. The product is: [Cl:41][C:8]1[C:7]([O:6][CH2:5][C@@H:4]([NH:25][C:26](=[O:32])[O:27][C:28]([CH3:31])([CH3:30])[CH3:29])[CH2:3][CH:2]([CH3:33])[CH3:1])=[CH:12][C:11]2[O:13][CH:14]([C:21]([F:22])([F:23])[F:24])[C:15]3[C:20]([C:10]=2[CH:9]=1)=[CH:19][CH:18]=[N:17][CH:16]=3. (5) Given the reactants Br[C:2]1[CH:11]=[C:10]2[C:5]([CH:6]=[C:7]([NH:12][C:13]([CH:15]3[CH2:17][CH2:16]3)=[O:14])[N:8]=[CH:9]2)=[CH:4][CH:3]=1.[CH3:18][N:19]1[CH2:24][CH2:23][NH:22][CH2:21][CH2:20]1.CC(C1C=C(C(C)C)C(C2C=CC=CC=2P(C2CCCCC2)C2CCCCC2)=C(C(C)C)C=1)C.C(=O)([O-])[O-].[Cs+].[Cs+], predict the reaction product. The product is: [CH3:18][N:19]1[CH2:24][CH2:23][N:22]([C:2]2[CH:11]=[C:10]3[C:5]([CH:6]=[C:7]([NH:12][C:13]([CH:15]4[CH2:17][CH2:16]4)=[O:14])[N:8]=[CH:9]3)=[CH:4][CH:3]=2)[CH2:21][CH2:20]1. (6) The product is: [CH3:37][O:36][CH2:35][CH2:34][O:33][C@@H:22]1[C@H:21]([OH:38])[C@@H:20]([CH2:19][OH:18])[S:24][C@H:23]1[N:25]1[CH:32]=[CH:31][C:29](=[O:30])[NH:28][C:26]1=[O:27]. Given the reactants [Si]([O:18][CH2:19][C@H:20]1[S:24][C@@H:23]([N:25]2[CH:32]=[CH:31][C:29](=[O:30])[NH:28][C:26]2=[O:27])[C@H:22]([O:33][CH2:34][CH2:35][O:36][CH3:37])[C@@H:21]1[OH:38])(C(C)(C)C)(C1C=CC=CC=1)C1C=CC=CC=1.C(O)(=O)C, predict the reaction product. (7) The product is: [C:16]1([CH2:15][CH2:14][CH2:13][CH2:12][CH2:11][O:10][C:8](=[O:9])[NH:7][C@H:3]2[C:4](=[O:6])[O:5][C@@H:2]2[CH3:22])[CH:21]=[CH:20][CH:19]=[CH:18][CH:17]=1. Given the reactants O[C@H:2]([CH3:22])[C@@H:3]([NH:7][C:8]([O:10][CH2:11][CH2:12][CH2:13][CH2:14][CH2:15][C:16]1[CH:21]=[CH:20][CH:19]=[CH:18][CH:17]=1)=[O:9])[C:4]([OH:6])=[O:5].CCN(CC)CC.CN(C(ON1N=NC2C=CC=CC1=2)=[N+](C)C)C.[B-](F)(F)(F)F, predict the reaction product.